This data is from Forward reaction prediction with 1.9M reactions from USPTO patents (1976-2016). The task is: Predict the product of the given reaction. (1) Given the reactants [CH3:1][C:2]1[C:10]2[C:5](=[CH:6][CH:7]=[C:8]([CH:11]=O)[CH:9]=2)[NH:4][N:3]=1.[NH2:13][C:14]([C:18]1[CH:23]=[CH:22][C:21]([F:24])=[CH:20][CH:19]=1)=[CH:15][C:16]#[N:17].[C:32]([O:34][CH2:35][C:36](=O)[CH2:31][C:32]([O:34][CH2:35][CH3:36])=[O:33])(=[O:33])[CH3:31].Cl, predict the reaction product. The product is: [F:24][C:21]1[CH:20]=[CH:19][C:18]([C:14]2[NH:13][C:36]3[CH2:35][O:34][C:32](=[O:33])[C:31]=3[CH:11]([C:8]3[CH:9]=[C:10]4[C:5](=[CH:6][CH:7]=3)[NH:4][N:3]=[C:2]4[CH3:1])[C:15]=2[C:16]#[N:17])=[CH:23][CH:22]=1. (2) Given the reactants C([O:8][C:9]1[CH:18]=[C:17]2[C:12]([C:13]([O:20][C:21]3[CH:26]=[CH:25][C:24]([NH:27][C:28](=[O:35])[C:29]4[CH:34]=[CH:33][CH:32]=[CH:31][CH:30]=4)=[CH:23][CH:22]=3)=[C:14]([Br:19])[CH:15]=[N:16]2)=[CH:11][C:10]=1[O:36][CH3:37])C1C=CC=CC=1, predict the reaction product. The product is: [C:28]([NH:27][C:24]1[CH:25]=[CH:26][C:21]([O:20][C:13]2[C:12]3[C:17](=[CH:18][C:9]([OH:8])=[C:10]([O:36][CH3:37])[CH:11]=3)[N:16]=[CH:15][C:14]=2[Br:19])=[CH:22][CH:23]=1)(=[O:35])[C:29]1[CH:30]=[CH:31][CH:32]=[CH:33][CH:34]=1. (3) Given the reactants [C:1]([C:4]12[CH2:13][CH:8]([C:9]([CH3:12])=[CH:10][CH2:11]1)[C:7](=[O:14])[CH2:6][CH:5]2[CH3:15])([CH3:3])=[CH2:2], predict the reaction product. The product is: [CH:1]([C:4]12[CH2:13][CH:8]([CH:9]([CH3:12])[CH2:10][CH2:11]1)[C:7](=[O:14])[CH2:6][CH:5]2[CH3:15])([CH3:3])[CH3:2]. (4) Given the reactants Br[C:2]1[C:3]([N:22]2[CH2:26][CH2:25][C@H:24]([OH:27])[CH2:23]2)=[N:4][CH:5]=[C:6]([CH:21]=1)[C:7]([NH:9][C:10]1[CH:15]=[CH:14][C:13]([O:16][C:17]([Cl:20])([F:19])[F:18])=[CH:12][CH:11]=1)=[O:8].[N:28]1[CH:33]=[C:32](B(O)O)[CH:31]=[N:30][CH:29]=1.C([O-])([O-])=O.[Na+].[Na+], predict the reaction product. The product is: [Cl:20][C:17]([F:19])([F:18])[O:16][C:13]1[CH:14]=[CH:15][C:10]([NH:9][C:7](=[O:8])[C:6]2[CH:21]=[C:2]([C:32]3[CH:33]=[N:28][CH:29]=[N:30][CH:31]=3)[C:3]([N:22]3[CH2:26][CH2:25][C@H:24]([OH:27])[CH2:23]3)=[N:4][CH:5]=2)=[CH:11][CH:12]=1. (5) Given the reactants [Cl:1][C:2]1[C:7]([O:8][CH3:9])=[CH:6][C:5]([O:10][CH3:11])=[C:4]([Cl:12])[C:3]=1[C:13]1[CH:14]=[C:15]2[C:20](=[CH:21][CH:22]=1)[N:19]=[C:18]([NH:23][C@H:24]1[C@@H:29]([NH2:30])[CH2:28][C@H:27]3[C@@H:25]1[CH2:26]3)[N:17]=[CH:16]2.CCN(C(C)C)C(C)C.[C:40](Cl)(=[O:43])[CH:41]=[CH2:42], predict the reaction product. The product is: [Cl:12][C:4]1[C:5]([O:10][CH3:11])=[CH:6][C:7]([O:8][CH3:9])=[C:2]([Cl:1])[C:3]=1[C:13]1[CH:14]=[C:15]2[C:20](=[CH:21][CH:22]=1)[N:19]=[C:18]([NH:23][C@H:24]1[C@@H:29]([NH:30][C:40](=[O:43])[CH:41]=[CH2:42])[CH2:28][C@H:27]3[C@@H:25]1[CH2:26]3)[N:17]=[CH:16]2. (6) Given the reactants [OH:1][C:2]1[CH:10]=[CH:9][C:8]([N+:11]([O-:13])=[O:12])=[CH:7][C:3]=1[C:4]([OH:6])=[O:5].S(=O)(=O)(O)O.C(=O)(O)[O-].[Na+].O.[CH2:25](O)[CH3:26], predict the reaction product. The product is: [OH:1][C:2]1[CH:10]=[CH:9][C:8]([N+:11]([O-:13])=[O:12])=[CH:7][C:3]=1[C:4]([O:6][CH2:25][CH3:26])=[O:5]. (7) Given the reactants [C:1]1(C=CC=C(O)C=1)[OH:2].[C:9]1([C:11](=[CH:13][CH:14]=[CH:15][CH:16]=1)O)[OH:10].C1(C=CC(O)=CC=1)O.OC1C=CC(CC2C=CC(O)=CC=2)=CC=1.OC1C=CC(C(C2C=CC(O)=CC=2)(C)C)=CC=1.BrC1C=C(C(C2C=C(Br)C(O)=C(Br)C=2)(C)C)C=C(Br)C=1O.C1C(O)=CC=C(S(C2C=CC(O)=CC=2)(=O)=O)C=1, predict the reaction product. The product is: [CH2:1]=[O:2].[C:9]1([OH:10])[CH:11]=[CH:13][CH:14]=[CH:15][CH:16]=1. (8) The product is: [C:63]([O:67][C:68]([C:70]1[N:71]([CH3:76])[C:72]([NH:75][C:30]([C@@H:20]2[NH:19][C@@H:18]([CH2:33][C:34]([CH3:37])([CH3:36])[CH3:35])[C@:17]3([C:12]4[C:13](=[CH:14][C:9]([Cl:8])=[CH:10][CH:11]=4)[NH:15][C:16]3=[O:38])[C@H:21]2[C:22]2[CH:27]=[CH:26][CH:25]=[C:24]([Cl:28])[C:23]=2[F:29])=[O:31])=[CH:73][CH:74]=1)=[O:69])([CH3:66])([CH3:65])[CH3:64]. Given the reactants FC(F)(F)C(O)=O.[Cl:8][C:9]1[CH:14]=[C:13]2[NH:15][C:16](=[O:38])[C:17]3([CH:21]([C:22]4[CH:27]=[CH:26][CH:25]=[C:24]([Cl:28])[C:23]=4[F:29])[CH:20]([C:30](O)=[O:31])[NH:19][CH:18]3[CH2:33][C:34]([CH3:37])([CH3:36])[CH3:35])[C:12]2=[CH:11][CH:10]=1.C(N(C(C)C)CC)(C)C.C1(P(Cl)(C2C=CC=CC=2)=O)C=CC=CC=1.[C:63]([O:67][C:68]([C:70]1[N:71]([CH3:76])[C:72]([NH2:75])=[CH:73][CH:74]=1)=[O:69])([CH3:66])([CH3:65])[CH3:64], predict the reaction product.